The task is: Predict the reactants needed to synthesize the given product.. This data is from Full USPTO retrosynthesis dataset with 1.9M reactions from patents (1976-2016). Given the product [CH2:1]([CH:3]1[C:7]2[C:8]([O:12][C:13]3[N:18]=[CH:17][C:16]([N:19]4[C:20](=[O:25])[C:21]([CH3:24])([CH3:23])[NH:22][C:27]4=[O:29])=[CH:15][CH:14]=3)=[CH:9][CH:10]=[CH:11][C:6]=2[CH2:5][O:4]1)[CH3:2].[CH3:5][O:4][C:3]1[CH:7]=[CH:6][CH:11]=[C:32]([O:31][CH2:30][O:29][CH3:27])[CH:1]=1, predict the reactants needed to synthesize it. The reactants are: [CH2:1]([CH:3]1[C:7]2[C:8]([O:12][C:13]3[N:18]=[CH:17][C:16]([NH:19][C:20](=[O:25])[C:21]([CH3:24])([CH3:23])[NH2:22])=[CH:15][CH:14]=3)=[CH:9][CH:10]=[CH:11][C:6]=2[CH2:5][O:4]1)[CH3:2].Cl[C:27](Cl)([O:29][C:30](=O)[O:31][C:32](Cl)(Cl)Cl)Cl.